Dataset: Full USPTO retrosynthesis dataset with 1.9M reactions from patents (1976-2016). Task: Predict the reactants needed to synthesize the given product. Given the product [Br:1][C:2]1[CH:3]=[C:4]([CH:8]=[CH:9][CH:10]=1)[CH2:5][CH2:6][NH:7][O:15][C:13](=[O:14])[C:12]([F:23])([F:22])[F:11], predict the reactants needed to synthesize it. The reactants are: [Br:1][C:2]1[CH:3]=[C:4]([CH:8]=[CH:9][CH:10]=1)[CH2:5][CH2:6][NH2:7].[F:11][C:12]([F:23])([F:22])[C:13]([O:15]C(=O)C(F)(F)F)=[O:14].O.